This data is from Full USPTO retrosynthesis dataset with 1.9M reactions from patents (1976-2016). The task is: Predict the reactants needed to synthesize the given product. (1) Given the product [OH:1][C:2]1[CH:3]=[C:4]2[C:8](=[CH:9][CH:10]=1)[NH:7][CH:6]=[C:5]2[CH2:11][C:12]([NH:66][C@@H:62]([CH2:61][S:60][CH2:59]/[CH:58]=[C:57](\[CH3:67])/[CH2:56][CH2:55]/[CH:54]=[C:53](\[CH3:68])/[CH2:52][CH2:51][CH:50]=[C:49]([CH3:69])[CH3:48])[C:63]([OH:65])=[O:64])=[O:14], predict the reactants needed to synthesize it. The reactants are: [OH:1][C:2]1[CH:3]=[C:4]2[C:8](=[CH:9][CH:10]=1)[NH:7][CH:6]=[C:5]2[CH2:11][C:12]([OH:14])=O.CN(C(ON1N=NC2C=CC=NC1=2)=[N+](C)C)C.F[P-](F)(F)(F)(F)F.C(N(CC)C(C)C)(C)C.[CH3:48][C:49]([CH3:69])=[CH:50][CH2:51][CH2:52]/[C:53](/[CH3:68])=[CH:54]/[CH2:55][CH2:56]/[C:57](/[CH3:67])=[CH:58]/[CH2:59][S:60][CH2:61][C@H:62]([NH2:66])[C:63]([OH:65])=[O:64]. (2) Given the product [CH3:1][N:2]([CH3:16])[S:3]([C:6]1[CH:13]=[CH:12][C:9]([CH2:10][Cl:19])=[CH:8][C:7]=1[O:14][CH3:15])(=[O:5])=[O:4], predict the reactants needed to synthesize it. The reactants are: [CH3:1][N:2]([CH3:16])[S:3]([C:6]1[CH:13]=[CH:12][C:9]([CH2:10]O)=[CH:8][C:7]=1[O:14][CH3:15])(=[O:5])=[O:4].S(Cl)([Cl:19])=O. (3) Given the product [CH3:7][OH:8].[Cl:1][C:2]1[CH:3]=[C:4]([C:12]2[N:16]=[C:15]([C:17]3[CH:22]=[CH:21][C:20]([C:23]([NH:26][CH2:27][CH2:28][C:29]([OH:31])=[O:30])([CH3:25])[CH3:24])=[CH:19][CH:18]=3)[O:14][N:13]=2)[CH:5]=[CH:6][C:7]=1[O:8][CH:9]([CH3:11])[CH3:10], predict the reactants needed to synthesize it. The reactants are: [Cl:1][C:2]1[CH:3]=[C:4]([C:12]2[N:16]=[C:15]([C:17]3[CH:22]=[CH:21][C:20]([C:23]([NH:26][CH2:27][CH2:28][C:29]([OH:31])=[O:30])([CH3:25])[CH3:24])=[CH:19][CH:18]=3)[O:14][N:13]=2)[CH:5]=[CH:6][C:7]=1[O:8][CH:9]([CH3:11])[CH3:10]. (4) Given the product [Cl:1][C:2]1[CH:3]=[CH:4][C:5]([CH2:6][N:7]2[C:15]3[C:10](=[CH:11][CH:12]=[CH:13][C:14]=3[C:16]([NH:18][C@H:19]([C:21]3[CH:26]=[CH:25][C:24]([C:27](=[O:39])[NH:28][S:29]([CH2:32][CH2:33][CH2:34][OH:35])(=[O:31])=[O:30])=[CH:23][CH:22]=3)[CH3:20])=[O:17])[CH:9]=[CH:8]2)=[CH:40][CH:41]=1, predict the reactants needed to synthesize it. The reactants are: [Cl:1][C:2]1[CH:41]=[CH:40][C:5]([CH2:6][N:7]2[C:15]3[C:10](=[CH:11][CH:12]=[CH:13][C:14]=3[C:16]([NH:18][C@H:19]([C:21]3[CH:26]=[CH:25][C:24]([C:27](=[O:39])[NH:28][S:29]([CH2:32][CH2:33][CH2:34][O:35]C(=O)C)(=[O:31])=[O:30])=[CH:23][CH:22]=3)[CH3:20])=[O:17])[CH:9]=[CH:8]2)=[CH:4][CH:3]=1.C1COCC1.[OH-].[Na+].Cl. (5) Given the product [Cl:1][C:2]1[CH:3]=[CH:4][C:5]([B:8]2[C:16]3[CH:15]=[CH:14][CH:19]=[CH:18][C:10]=3[CH2:11][O:12]2)=[CH:6][CH:7]=1, predict the reactants needed to synthesize it. The reactants are: [Cl:1][C:2]1[CH:7]=[CH:6][C:5]([B:8]2[O:12][CH2:11][CH2:10]O2)=[CH:4][CH:3]=1.Br[C:14]1[CH:19]=[CH:18]C=[CH:16][C:15]=1COCOC. (6) Given the product [CH3:4][C:2]([C:5]1[CH:6]=[CH:7][C:8]([O:28][C:35]([N:29]2[CH2:34][CH2:33][O:32][CH2:31][CH2:30]2)=[O:36])=[C:9]([CH:27]=1)[C:10]([NH:12][C:13]1[CH:14]=[C:15]([C:23]([F:26])([F:24])[F:25])[CH:16]=[C:17]([C:19]([F:20])([F:21])[F:22])[CH:18]=1)=[O:11])([CH3:1])[CH3:3], predict the reactants needed to synthesize it. The reactants are: [CH3:1][C:2]([C:5]1[CH:6]=[CH:7][C:8]([OH:28])=[C:9]([CH:27]=1)[C:10]([NH:12][C:13]1[CH:18]=[C:17]([C:19]([F:22])([F:21])[F:20])[CH:16]=[C:15]([C:23]([F:26])([F:25])[F:24])[CH:14]=1)=[O:11])([CH3:4])[CH3:3].[N:29]1([C:35](Cl)=[O:36])[CH2:34][CH2:33][O:32][CH2:31][CH2:30]1. (7) Given the product [OH:6][CH2:5][C:3]1([CH2:10][OH:11])[CH2:4]/[C:2]/1=[CH:15]/[N:16]1[CH:24]=[C:22]([CH3:23])[C:20](=[O:21])[NH:19][C:17]1=[O:18], predict the reactants needed to synthesize it. The reactants are: Br[C:2]1([CH2:15][N:16]2[CH:24]=[C:22]([CH3:23])[C:20](=[O:21])[NH:19][C:17]2=[O:18])[CH2:4][C:3]1([CH2:10][O:11]C(=O)C)[CH2:5][O:6]C(=O)C.C(=O)([O-])[O-].[K+].[K+].CO.O.